This data is from Forward reaction prediction with 1.9M reactions from USPTO patents (1976-2016). The task is: Predict the product of the given reaction. (1) The product is: [O:1]1[CH:5]=[CH:4][CH:3]=[C:2]1[C:6]1[O:7][C:8]([CH3:42])=[C:9]([CH2:11][O:12][C:13]2[CH:39]=[CH:38][C:16]([CH2:17][O:18][C:19]3[C:23](/[CH:24]=[CH:25]/[C:26](=[O:27])[CH2:43][CH2:44][CH3:45])=[CH:22][N:21]([C:32]4[CH:33]=[CH:34][CH:35]=[CH:36][CH:37]=4)[N:20]=3)=[CH:15][C:14]=2[O:40][CH3:41])[N:10]=1. Given the reactants [O:1]1[CH:5]=[CH:4][CH:3]=[C:2]1[C:6]1[O:7][C:8]([CH3:42])=[C:9]([CH2:11][O:12][C:13]2[CH:39]=[CH:38][C:16]([CH2:17][O:18][C:19]3[C:23](/[CH:24]=[CH:25]/[C:26](N(OC)C)=[O:27])=[CH:22][N:21]([C:32]4[CH:37]=[CH:36][CH:35]=[CH:34][CH:33]=4)[N:20]=3)=[CH:15][C:14]=2[O:40][CH3:41])[N:10]=1.[CH2:43]([Mg]Br)[CH2:44][CH3:45].Cl, predict the reaction product. (2) Given the reactants [CH2:1]([N:8]1[CH2:12][C@H:11]([CH3:13])[C@H:10]([CH2:14][NH2:15])[CH2:9]1)[C:2]1[CH:7]=[CH:6][CH:5]=[CH:4][CH:3]=1.[CH:16](=O)[C:17]1[CH:22]=[CH:21][CH:20]=[CH:19][CH:18]=1.C([BH3-])#N.[Na+].[OH-].[Na+], predict the reaction product. The product is: [CH2:1]([N:8]1[CH2:12][C@H:11]([CH3:13])[C@H:10]([CH2:14][NH:15][CH2:16][C:17]2[CH:22]=[CH:21][CH:20]=[CH:19][CH:18]=2)[CH2:9]1)[C:2]1[CH:7]=[CH:6][CH:5]=[CH:4][CH:3]=1. (3) The product is: [C:1]([O:5][C:6]([N:8]1[CH2:20][C@@H:19]([CH3:21])[N:18]2[C@H:10]([CH2:11][C:12]3[C:17]2=[N:16][C:15]([CH3:22])=[C:14]([CH2:23][OH:24])[CH:13]=3)[CH2:9]1)=[O:7])([CH3:2])([CH3:3])[CH3:4]. Given the reactants [C:1]([O:5][C:6]([N:8]1[CH2:20][C@@H:19]([CH3:21])[N:18]2[C@H:10]([CH2:11][C:12]3[C:17]2=[N:16][C:15]([CH3:22])=[C:14]([CH:23]=[O:24])[CH:13]=3)[CH2:9]1)=[O:7])([CH3:4])([CH3:3])[CH3:2].[BH4-].[Na+].C(=O)(O)[O-].[Na+], predict the reaction product. (4) Given the reactants [CH3:1][O:2][C:3]1[CH:9]=[CH:8][C:7]([N+:10]([O-:12])=[O:11])=[CH:6][C:4]=1[NH2:5].[Br:13][C:14]1[CH:19]=[CH:18][C:17]([S:20](Cl)(=[O:22])=[O:21])=[CH:16][C:15]=1[F:24], predict the reaction product. The product is: [Br:13][C:14]1[CH:19]=[CH:18][C:17]([S:20]([NH:5][C:4]2[CH:6]=[C:7]([N+:10]([O-:12])=[O:11])[CH:8]=[CH:9][C:3]=2[O:2][CH3:1])(=[O:22])=[O:21])=[CH:16][C:15]=1[F:24]. (5) Given the reactants CC1(C)CCCC(C)(C)N1.C([Li])CCC.[Br:16][C:17]1[CH:22]=[CH:21][C:20]([C:23]2[N:24]=[CH:25][O:26][CH:27]=2)=[CH:19][CH:18]=1.[CH2:28]=[O:29].[Cl-].[NH4+], predict the reaction product. The product is: [Br:16][C:17]1[CH:18]=[CH:19][C:20]([C:23]2[N:24]=[C:25]([CH2:28][OH:29])[O:26][CH:27]=2)=[CH:21][CH:22]=1. (6) Given the reactants [CH3:1][N:2]([CH3:17])[CH2:3][CH2:4][O:5][C:6]1[CH:11]=[CH:10][C:9](B(O)O)=[CH:8][C:7]=1[CH:15]=[O:16].Br[C:19]1[CH:24]=[CH:23][CH:22]=[CH:21][N:20]=1, predict the reaction product. The product is: [CH3:1][N:2]([CH3:17])[CH2:3][CH2:4][O:5][C:6]1[CH:11]=[CH:10][C:9]([C:19]2[CH:24]=[CH:23][CH:22]=[CH:21][N:20]=2)=[CH:8][C:7]=1[CH:15]=[O:16]. (7) Given the reactants [F:1][C:2]1([F:34])[CH2:7][S:6][C:5]([NH:8]C(=O)C2C=CC=CC=2)=[N:4][C:3]21[C:25]1[C:20](=[CH:21][CH:22]=[C:23]([C:26]3[CH:27]=[N:28][CH:29]=[N:30][CH:31]=3)[CH:24]=1)[O:19][CH2:18][C:17]12[CH2:33][CH2:32]1.Cl.ONC.N1C=CC=CC=1.O, predict the reaction product. The product is: [F:34][C:2]1([F:1])[CH2:7][S:6][C:5]([NH2:8])=[N:4][C:3]21[C:25]1[C:20](=[CH:21][CH:22]=[C:23]([C:26]3[CH:27]=[N:28][CH:29]=[N:30][CH:31]=3)[CH:24]=1)[O:19][CH2:18][C:17]12[CH2:32][CH2:33]1.